Dataset: HIV replication inhibition screening data with 41,000+ compounds from the AIDS Antiviral Screen. Task: Binary Classification. Given a drug SMILES string, predict its activity (active/inactive) in a high-throughput screening assay against a specified biological target. (1) The molecule is CCN(C(=O)NC(C(=O)NC(C)C(=O)OC)C(C)C)c1ccccc1. The result is 0 (inactive). (2) The drug is O=C1OCC(O)=C1C(c1ccc(Cl)cc1)c1cc2c(cc1O)OCO2. The result is 0 (inactive). (3) The result is 0 (inactive). The compound is O=C(CCCN1CC=C(n2c(=O)[nH]c3ccccc32)CC1)c1ccc(F)cc1. (4) The molecule is O=C(OCc1ccccc1)N1CCC(O)C1CO. The result is 0 (inactive).